Predict the reactants needed to synthesize the given product. From a dataset of Full USPTO retrosynthesis dataset with 1.9M reactions from patents (1976-2016). (1) Given the product [F:91][C:90]([F:92])([F:93])[C:88]1[CH:89]=[C:84]([N:63]([CH2:62][C:53]2[CH:54]=[C:55]([C:58]([F:61])([F:59])[F:60])[CH:56]=[CH:57][C:52]=2[C:50]2[CH:51]=[C:46]([CH:43]([CH3:45])[CH3:44])[CH:47]=[CH:48][C:49]=2[O:81][CH3:82])[C:64]2[N:65]=[CH:66][C:67]([O:70][CH2:71][CH2:72][CH2:73][C:74]([O:76][C:77]([CH3:80])([CH3:79])[CH3:78])=[O:75])=[CH:68][N:69]=2)[CH:85]=[C:86]([C:94]([F:95])([F:96])[F:97])[CH:87]=1, predict the reactants needed to synthesize it. The reactants are: C1(P(C2C=CC=CC=2)C2C3OC4C(=CC=CC=4P(C4C=CC=CC=4)C4C=CC=CC=4)C(C)(C)C=3C=CC=2)C=CC=CC=1.[CH:43]([C:46]1[CH:47]=[CH:48][C:49]([O:81][CH3:82])=[C:50]([C:52]2[CH:57]=[CH:56][C:55]([C:58]([F:61])([F:60])[F:59])=[CH:54][C:53]=2[CH2:62][NH:63][C:64]2[N:69]=[CH:68][C:67]([O:70][CH2:71][CH2:72][CH2:73][C:74]([O:76][C:77]([CH3:80])([CH3:79])[CH3:78])=[O:75])=[CH:66][N:65]=2)[CH:51]=1)([CH3:45])[CH3:44].Br[C:84]1[CH:89]=[C:88]([C:90]([F:93])([F:92])[F:91])[CH:87]=[C:86]([C:94]([F:97])([F:96])[F:95])[CH:85]=1. (2) Given the product [CH3:1][O:2][C:3]1[CH:8]=[CH:7][N:6]=[C:5]([N:9]2[CH:13]=[C:12]([CH3:14])[N:11]=[CH:10]2)[C:4]=1[NH2:15], predict the reactants needed to synthesize it. The reactants are: [CH3:1][O:2][C:3]1[CH:8]=[CH:7][N:6]=[C:5]([N:9]2[CH:13]=[C:12]([CH3:14])[N:11]=[CH:10]2)[C:4]=1[N+:15]([O-])=O.C(O)(=O)C.[OH-].[Na+]. (3) Given the product [Br:7][C:8]1[CH:9]=[C:10]([CH:11]([OH:12])[C:1]([CH3:4])([CH3:3])[CH3:2])[CH:13]=[CH:14][CH:15]=1, predict the reactants needed to synthesize it. The reactants are: [C:1]([Mg]Cl)([CH3:4])([CH3:3])[CH3:2].[Br:7][C:8]1[CH:9]=[C:10]([CH:13]=[CH:14][CH:15]=1)[CH:11]=[O:12].[Cl-].[NH4+]. (4) Given the product [Cl:1][C:2]1[N:3]=[C:4]([NH:11][C:12]2[CH:21]=[CH:20][CH:19]=[CH:18][C:13]=2[C:14]([NH:16][CH3:17])=[O:15])[C:5]([C:8]#[N:9])=[CH:6][N:7]=1, predict the reactants needed to synthesize it. The reactants are: [Cl:1][C:2]1[N:7]=[CH:6][C:5]([C:8]#[N:9])=[C:4](Cl)[N:3]=1.[NH2:11][C:12]1[CH:21]=[CH:20][CH:19]=[CH:18][C:13]=1[C:14]([NH:16][CH3:17])=[O:15].C(N(CC)C(C)C)(C)C. (5) Given the product [N+:8]([C:4]1[CH:3]=[C:2]([N:11]2[CH:15]=[C:14]([C:16]([O:18][CH3:19])=[O:17])[N:13]=[CH:12]2)[CH:7]=[CH:6][CH:5]=1)([O-:10])=[O:9], predict the reactants needed to synthesize it. The reactants are: F[C:2]1[CH:3]=[C:4]([N+:8]([O-:10])=[O:9])[CH:5]=[CH:6][CH:7]=1.[NH:11]1[CH:15]=[C:14]([C:16]([O:18][CH3:19])=[O:17])[N:13]=[CH:12]1.C(=O)([O-])[O-].[K+].[K+].O. (6) The reactants are: FC(F)(F)S(O[CH2:7][CH:8]([F:10])[F:9])(=O)=O.[Cl:13][C:14]1[CH:19]=[CH:18][C:17]([CH:20]2[O:43][C:24]3([CH2:29][CH2:28][N:27]([C:30]([C:32]4[CH:37]=[CH:36][C:35]([O:38][CH:39]([CH3:41])[CH3:40])=[C:34]([CH3:42])[CH:33]=4)=[O:31])[CH2:26][CH2:25]3)[CH2:23][NH:22][CH2:21]2)=[CH:16][CH:15]=1.C([O-])(O)=O.[Na+]. Given the product [Cl:13][C:14]1[CH:19]=[CH:18][C:17]([CH:20]2[O:43][C:24]3([CH2:25][CH2:26][N:27]([C:30]([C:32]4[CH:37]=[CH:36][C:35]([O:38][CH:39]([CH3:40])[CH3:41])=[C:34]([CH3:42])[CH:33]=4)=[O:31])[CH2:28][CH2:29]3)[CH2:23][N:22]([CH2:7][CH:8]([F:10])[F:9])[CH2:21]2)=[CH:16][CH:15]=1, predict the reactants needed to synthesize it. (7) Given the product [C:6]([O:10][C:11]([NH:13][C@@H:14]([CH2:17][C:18]1[CH:19]=[CH:20][CH:21]=[CH:22][CH:23]=1)[CH:15]([OH:16])[C:30]#[N:31])=[O:12])([CH3:9])([CH3:7])[CH3:8], predict the reactants needed to synthesize it. The reactants are: S([O-])(O)=O.[Na+].[C:6]([O:10][C:11]([NH:13][C@@H:14]([CH2:17][C:18]1[CH:23]=[CH:22][CH:21]=[CH:20][CH:19]=1)[CH:15]=[O:16])=[O:12])([CH3:9])([CH3:8])[CH3:7].C(OCC)(=O)C.[C-:30]#[N:31].[K+].